From a dataset of Forward reaction prediction with 1.9M reactions from USPTO patents (1976-2016). Predict the product of the given reaction. (1) Given the reactants [NH2:1][C:2]1[C:3]([OH:8])=[N:4][CH:5]=[CH:6][CH:7]=1.[Br:9][C:10]1[CH:11]=[C:12]([S:17](Cl)(=[O:19])=[O:18])[CH:13]=[N:14][C:15]=1[Cl:16], predict the reaction product. The product is: [Br:9][C:10]1[CH:11]=[C:12]([S:17]([NH:1][C:2]2[C:3]([OH:8])=[N:4][CH:5]=[CH:6][CH:7]=2)(=[O:19])=[O:18])[CH:13]=[N:14][C:15]=1[Cl:16]. (2) Given the reactants [Br:1][C:2]1[C:10]([F:11])=[CH:9][C:5]([C:6]([OH:8])=[O:7])=[C:4]([N+:12]([O-:14])=[O:13])[CH:3]=1.O=S(Cl)Cl.[C:19]([O-])(O)=O.[Na+].C(OCC)(=O)C, predict the reaction product. The product is: [Br:1][C:2]1[C:10]([F:11])=[CH:9][C:5]([C:6]([O:8][CH3:19])=[O:7])=[C:4]([N+:12]([O-:14])=[O:13])[CH:3]=1. (3) Given the reactants Cl.[Cl:2][CH2:3][C:4]1([C:8]([O:10][CH2:11][CH3:12])=[O:9])[CH2:7][NH:6][CH2:5]1.[C:13](Cl)(=[O:20])[C:14]1[CH:19]=[CH:18][CH:17]=[CH:16][CH:15]=1, predict the reaction product. The product is: [C:13]([N:6]1[CH2:7][C:4]([CH2:3][Cl:2])([C:8]([O:10][CH2:11][CH3:12])=[O:9])[CH2:5]1)(=[O:20])[C:14]1[CH:19]=[CH:18][CH:17]=[CH:16][CH:15]=1. (4) Given the reactants O[C:2]([CH3:8])([CH3:7])[CH2:3][C:4]([OH:6])=O.[F:9][C:10]1[CH:15]=[CH:14][CH:13]=[CH:12][C:11]=1[N:16]1[C:24]2[C:19](=[C:20]([N:25]3C[C@H]4[C@H](CNC4)C3=O)[CH:21]=[CH:22][CH:23]=2)[CH:18]=[N:17]1.[CH:34]([N:37]([CH2:41]C)C(C)C)(C)[CH3:35].F[P-](F)(F)(F)(F)F.CN(C(N1C2C(=NC=CC=2)[N+]([O-:66])=N1)=[N+](C)C)C.CN(C(ON1N=NC2C=CC=NC1=2)=[N+](C)C)C.F[P-](F)(F)(F)(F)F.C([O-])(O)=O.[Na+], predict the reaction product. The product is: [C:34]([N:37]1[CH2:7][C@H:2]2[CH2:8][N:25]([C:20]3[CH:21]=[CH:22][CH:23]=[C:24]4[C:19]=3[CH:18]=[N:17][N:16]4[C:11]3[CH:12]=[CH:13][CH:14]=[CH:15][C:10]=3[F:9])[C:4](=[O:6])[C@H:3]2[CH2:41]1)(=[O:66])[CH3:35]. (5) Given the reactants Cl[C:2]1[S:3][C:4]2[CH:10]=[C:9]([F:11])[CH:8]=[CH:7][C:5]=2[N:6]=1.[Br:12][C:13]1[CH:19]=[CH:18][C:16]([NH2:17])=[CH:15][CH:14]=1.Cl.O1CCOCC1, predict the reaction product. The product is: [Br:12][C:13]1[CH:19]=[CH:18][C:16]([NH:17][C:2]2[S:3][C:4]3[CH:10]=[C:9]([F:11])[CH:8]=[CH:7][C:5]=3[N:6]=2)=[CH:15][CH:14]=1.